From a dataset of Full USPTO retrosynthesis dataset with 1.9M reactions from patents (1976-2016). Predict the reactants needed to synthesize the given product. (1) Given the product [CH3:15][O:13][C:12]([C:9]1[CH:8]=[CH:7][C:6]([F:5])=[CH:11][N:10]=1)=[O:14], predict the reactants needed to synthesize it. The reactants are: S(Cl)(Cl)=O.[F:5][C:6]1[CH:7]=[CH:8][C:9]([C:12]([OH:14])=[O:13])=[N:10][CH:11]=1.[CH3:15]O. (2) Given the product [C:22]([C:17]1[CH:16]=[C:15]([CH:20]=[C:19]([CH3:21])[CH:18]=1)[C:14]([C:13]1[N:8]([CH2:7][CH:6]=[CH:5][C:4]([NH2:31])=[O:3])[C:9](=[O:29])[NH:10][C:11](=[O:28])[C:12]=1[CH:25]([CH3:26])[CH3:27])=[O:24])#[N:23], predict the reactants needed to synthesize it. The reactants are: C([O:3][C:4](=O)[CH:5]=[CH:6][CH2:7][N:8]1[C:13]([C:14](=[O:24])[C:15]2[CH:20]=[C:19]([CH3:21])[CH:18]=[C:17]([C:22]#[N:23])[CH:16]=2)=[C:12]([CH:25]([CH3:27])[CH3:26])[C:11](=[O:28])[NH:10][C:9]1=[O:29])C.[NH4+:31].[OH-]. (3) Given the product [O:37]=[C:20]([N:17]1[C:18]2[C:14](=[CH:13][CH:12]=[C:11]([C:5]3[CH:6]=[N:1][CH:2]=[N:3][CH:4]=3)[CH:19]=2)[CH2:15][CH2:16]1)[C@@H:21]([NH:29][C:30](=[O:36])[O:31][C:32]([CH3:35])([CH3:33])[CH3:34])[CH2:22][C:23]1[CH:24]=[CH:25][CH:26]=[CH:27][CH:28]=1, predict the reactants needed to synthesize it. The reactants are: [N:1]1[CH:6]=[C:5](B(O)O)[CH:4]=[N:3][CH:2]=1.Br[C:11]1[CH:19]=[C:18]2[C:14]([CH2:15][CH2:16][N:17]2[C:20](=[O:37])[C@@H:21]([NH:29][C:30](=[O:36])[O:31][C:32]([CH3:35])([CH3:34])[CH3:33])[CH2:22][C:23]2[CH:28]=[CH:27][CH:26]=[CH:25][CH:24]=2)=[CH:13][CH:12]=1.C(=O)([O-])[O-].[Na+].[Na+]. (4) Given the product [CH:28]1([CH2:31][NH:1][CH:2]2[CH2:6][CH2:5][N:4]([C:7]3[CH:12]=[CH:11][C:10]([C:13]4[NH:22][C:21](=[O:23])[C:20]5[C:15](=[CH:16][C:17]([O:26][CH3:27])=[CH:18][C:19]=5[O:24][CH3:25])[N:14]=4)=[CH:9][CH:8]=3)[CH2:3]2)[CH2:30][CH2:29]1, predict the reactants needed to synthesize it. The reactants are: [NH2:1][CH:2]1[CH2:6][CH2:5][N:4]([C:7]2[CH:12]=[CH:11][C:10]([C:13]3[NH:22][C:21](=[O:23])[C:20]4[C:15](=[CH:16][C:17]([O:26][CH3:27])=[CH:18][C:19]=4[O:24][CH3:25])[N:14]=3)=[CH:9][CH:8]=2)[CH2:3]1.[CH:28]1([CH:31]=O)[CH2:30][CH2:29]1.[H][H]. (5) Given the product [CH:15]1([C:13]2[NH:12][C:11]3[CH:10]=[C:9]([C:18]4[C:19]([CH3:24])=[N:20][O:21][C:22]=4[CH3:23])[CH:8]=[C:3]([C:4]([O:6][CH3:7])=[O:5])[C:2]=3[N:1]=2)[CH2:17][CH2:16]1, predict the reactants needed to synthesize it. The reactants are: [NH2:1][C:2]1[C:11]([NH:12][C:13]([CH:15]2[CH2:17][CH2:16]2)=O)=[CH:10][C:9]([C:18]2[C:19]([CH3:24])=[N:20][O:21][C:22]=2[CH3:23])=[CH:8][C:3]=1[C:4]([O:6][CH3:7])=[O:5]. (6) Given the product [C:18]1([C:15]2[NH:14][C:13]([C:8]3[CH:9]=[C:10]4[C:5](=[CH:6][CH:7]=3)[CH:4]=[C:3]([OH:2])[CH:12]=[CH:11]4)=[CH:17][CH:16]=2)[CH:19]=[CH:20][CH:21]=[CH:22][CH:23]=1, predict the reactants needed to synthesize it. The reactants are: C[O:2][C:3]1[CH:4]=[C:5]2[C:10](=[CH:11][CH:12]=1)[CH:9]=[C:8]([C:13]1[NH:14][C:15]([C:18]3[CH:23]=[CH:22][CH:21]=[CH:20][CH:19]=3)=[CH:16][CH:17]=1)[CH:7]=[CH:6]2.Cl.N1C=CC=CC=1. (7) The reactants are: Br[C:2]1[CH:7]=[CH:6][C:5]([S:8]([NH:11][CH2:12][CH2:13][CH3:14])(=[O:10])=[O:9])=[CH:4][CH:3]=1.[C:15]([C:17]1[N:21]([CH3:22])[C:20](B(O)O)=[CH:19][CH:18]=1)#[N:16].[F-].[K+].C(P(C(C)(C)C)C(C)(C)C)(C)(C)C. Given the product [C:15]([C:17]1[N:21]([CH3:22])[C:20]([C:2]2[CH:7]=[CH:6][C:5]([S:8]([NH:11][CH2:12][CH2:13][CH3:14])(=[O:10])=[O:9])=[CH:4][CH:3]=2)=[CH:19][CH:18]=1)#[N:16], predict the reactants needed to synthesize it. (8) Given the product [F:32][C:2]1([F:1])[O:6][C:5]2[CH:7]=[CH:8][C:9]([C:11]3([C:14]([NH:16][C:17]4[N:22]=[C:21]([C:23]5[CH:28]=[CH:27][C:26](=[O:29])[NH:25][CH:24]=5)[C:20]([CH3:31])=[CH:19][N:18]=4)=[O:15])[CH2:13][CH2:12]3)=[CH:10][C:4]=2[O:3]1, predict the reactants needed to synthesize it. The reactants are: [F:1][C:2]1([F:32])[O:6][C:5]2[CH:7]=[CH:8][C:9]([C:11]3([C:14]([NH:16][C:17]4[N:22]=[C:21]([C:23]5[CH:24]=[N:25][C:26]([O:29]C)=[CH:27][CH:28]=5)[C:20]([CH3:31])=[CH:19][N:18]=4)=[O:15])[CH2:13][CH2:12]3)=[CH:10][C:4]=2[O:3]1.Cl. (9) Given the product [Br:18][C:15]1[CH:16]=[CH:17][C:12]([CH:6]2[CH2:7][CH2:8]2)=[N:13][CH:14]=1, predict the reactants needed to synthesize it. The reactants are: C1COCC1.[CH:6]1([Mg]Br)[CH2:8][CH2:7]1.Br[C:12]1[CH:17]=[CH:16][C:15]([Br:18])=[CH:14][N:13]=1.C(=O)(O)[O-].[Na+]. (10) The reactants are: [C:1]([C:3]1[CH:11]=[CH:10][C:6]([C:7]([OH:9])=O)=[C:5]([CH3:12])[CH:4]=1)#[N:2].[NH:13]1[C:19]2[CH:20]=[CH:21][CH:22]=[CH:23][C:18]=2[CH2:17][CH2:16][CH2:15][CH2:14]1. Given the product [C:1]([C:3]1[CH:11]=[CH:10][C:6]([C:7]([N:13]2[C:19]3[CH:20]=[CH:21][CH:22]=[CH:23][C:18]=3[CH2:17][CH2:16][CH2:15][CH2:14]2)=[O:9])=[C:5]([CH3:12])[CH:4]=1)#[N:2], predict the reactants needed to synthesize it.